From a dataset of Forward reaction prediction with 1.9M reactions from USPTO patents (1976-2016). Predict the product of the given reaction. Given the reactants [Cl:1][C:2]1[CH:3]=[C:4]([C:8]2[N:16]=[C:15]([C:17]#[N:18])[N:14]=[C:13]3[C:9]=2[N:10]([CH2:30][C@H:31]2[CH2:36][CH2:35][C@H:34]([CH3:37])[CH2:33][CH2:32]2)[C:11]([C:19](O)([C:21]2[CH:26]=[CH:25][CH:24]=[CH:23][C:22]=2[O:27][CH3:28])[CH3:20])=[N:12]3)[CH:5]=[N:6][CH:7]=1.CCN(S(F)(F)[F:44])CC, predict the reaction product. The product is: [Cl:1][C:2]1[CH:3]=[C:4]([C:8]2[N:16]=[C:15]([C:17]#[N:18])[N:14]=[C:13]3[C:9]=2[N:10]([CH2:30][C@H:31]2[CH2:36][CH2:35][C@H:34]([CH3:37])[CH2:33][CH2:32]2)[C:11]([C:19]([F:44])([C:21]2[CH:26]=[CH:25][CH:24]=[CH:23][C:22]=2[O:27][CH3:28])[CH3:20])=[N:12]3)[CH:5]=[N:6][CH:7]=1.